Dataset: Catalyst prediction with 721,799 reactions and 888 catalyst types from USPTO. Task: Predict which catalyst facilitates the given reaction. (1) Reactant: Cl.[CH3:2][C:3]1[CH:7]=[C:6]([CH2:8][NH2:9])[O:5][N:4]=1.[C:10](O[C:10]([O:12][C:13]([CH3:16])([CH3:15])[CH3:14])=[O:11])([O:12][C:13]([CH3:16])([CH3:15])[CH3:14])=[O:11].C(N(CC)CC)C. Product: [CH3:2][C:3]1[CH:7]=[C:6]([CH2:8][NH:9][C:10](=[O:11])[O:12][C:13]([CH3:16])([CH3:15])[CH3:14])[O:5][N:4]=1. The catalyst class is: 91. (2) Reactant: [F:1][C:2]1[CH:3]=[C:4]([C@H:10]2[CH2:14][CH2:13][CH2:12][N:11]2[C:15]2[CH:20]=[CH:19][N:18]3[N:21]=[CH:22][C:23]([C:24](O)=[O:25])=[C:17]3[N:16]=2)[C:5]([O:8][CH3:9])=[N:6][CH:7]=1.Cl.[Cl:28][CH2:29][CH2:30][CH2:31][NH:32][CH3:33].CN1CCOCC1.CN(C(ON1N=NC2C=CC=NC1=2)=[N+](C)C)C.F[P-](F)(F)(F)(F)F. Product: [Cl:28][CH2:29][CH2:30][CH2:31][N:32]([CH3:33])[C:24]([C:23]1[CH:22]=[N:21][N:18]2[CH:19]=[CH:20][C:15]([N:11]3[CH2:12][CH2:13][CH2:14][C@@H:10]3[C:4]3[C:5]([O:8][CH3:9])=[N:6][CH:7]=[C:2]([F:1])[CH:3]=3)=[N:16][C:17]=12)=[O:25]. The catalyst class is: 18. (3) Reactant: [H-].C([Al+]CC(C)C)C(C)C.[Cl:11][C:12]1[C:16]([Cl:17])=[C:15]([CH3:18])[NH:14][C:13]=1[C:19]([NH:21][CH:22]1[CH2:27][CH2:26][N:25]([C:28]2[O:32][C:31]([C:33](OC)=[O:34])=[N:30][N:29]=2)[CH2:24][CH2:23]1)=[O:20].C(C(C(C([O-])=O)O)O)([O-])=O.[Na+].[K+].CCOC(C)=O. Product: [Cl:11][C:12]1[C:16]([Cl:17])=[C:15]([CH3:18])[NH:14][C:13]=1[C:19]([NH:21][CH:22]1[CH2:27][CH2:26][N:25]([C:28]2[O:32][C:31]([CH2:33][OH:34])=[N:30][N:29]=2)[CH2:24][CH2:23]1)=[O:20]. The catalyst class is: 1. (4) Reactant: [NH2:1][C:2]1[CH:6]=[C:5]([Cl:7])[S:4][C:3]=1[CH2:8][C:9]([O:11]CC)=O.C[Al](C)C. Product: [Cl:7][C:5]1[S:4][C:3]2[CH2:8][C:9](=[O:11])[NH:1][C:2]=2[CH:6]=1. The catalyst class is: 11. (5) Reactant: Cl[CH2:2][CH2:3][CH2:4][CH2:5][CH2:6][CH2:7][C:8]#[C:9][CH2:10][CH2:11][CH2:12][CH3:13].[I-:14].[Na+].[N:16]1[CH:21]=[CH:20][C:19]([CH3:22])=[C:18]([CH3:23])[CH:17]=1. Product: [I-:14].[CH2:2]([N+:16]1[CH:21]=[CH:20][C:19]([CH3:22])=[C:18]([CH3:23])[CH:17]=1)[CH2:3][CH2:4][CH2:5][CH2:6][CH2:7][C:8]#[C:9][CH2:10][CH2:11][CH2:12][CH3:13]. The catalyst class is: 131. (6) Reactant: O.O.[Sn](Cl)Cl.[Cl:6][C:7]1[C:15]2[C:14]([NH:16][C:17]3[CH:22]=[CH:21][C:20]([N+:23]([O-])=O)=[CH:19][C:18]=3[F:26])=[CH:13][CH:12]=[N:11][C:10]=2[NH:9][CH:8]=1.O.C(=O)(O)[O-].[Na+]. Product: [Cl:6][C:7]1[C:15]2[C:10](=[N:11][CH:12]=[CH:13][C:14]=2[NH:16][C:17]2[CH:22]=[CH:21][C:20]([NH2:23])=[CH:19][C:18]=2[F:26])[NH:9][CH:8]=1. The catalyst class is: 3. (7) Reactant: [NH:1]1[CH2:5][CH2:4][CH:3]([OH:6])[CH2:2]1.[CH3:7][C:8]([CH3:13])([CH3:12])[CH2:9][CH:10]=O.C(O[BH-](OC(=O)C)OC(=O)C)(=O)C.[Na+].[OH-].[Na+]. Product: [CH3:7][C:8]([CH3:13])([CH3:12])[CH2:9][CH2:10][N:1]1[CH2:5][CH2:4][CH:3]([OH:6])[CH2:2]1. The catalyst class is: 559. (8) Reactant: Cl[C:2]1[N:3]=[C:4]([N:13]2[CH2:18][CH2:17][O:16][CH2:15][C@@H:14]2[CH3:19])[C:5]2[CH2:10][S:9](=[O:12])(=[O:11])[CH2:8][C:6]=2[N:7]=1.[CH:20]1([NH:23][C:24]([NH:26][C:27]2[CH:32]=[CH:31][C:30](B3OC(C)(C)C(C)(C)O3)=[CH:29][CH:28]=2)=[O:25])[CH2:22][CH2:21]1.C([O-])([O-])=O.[Na+].[Na+]. Product: [CH:20]1([NH:23][C:24]([NH:26][C:27]2[CH:32]=[CH:31][C:30]([C:2]3[N:3]=[C:4]([N:13]4[CH2:18][CH2:17][O:16][CH2:15][C@@H:14]4[CH3:19])[C:5]4[CH2:10][S:9](=[O:12])(=[O:11])[CH2:8][C:6]=4[N:7]=3)=[CH:29][CH:28]=2)=[O:25])[CH2:22][CH2:21]1. The catalyst class is: 622. (9) Reactant: [NH2:1][C:2]1[C:7]2[C:8]([C:11]3[CH:16]=[CH:15][C:14]([NH:17][C:18]([C:20]4[N:21]([CH3:29])[C:22]5[C:27]([CH:28]=4)=[CH:26][CH:25]=[CH:24][CH:23]=5)=[O:19])=[C:13]([O:30][CH3:31])[CH:12]=3)=[CH:9][S:10][C:6]=2[C:5]([C:32](O)=[O:33])=[CH:4][N:3]=1.F[P-](F)(F)(F)(F)F.N1(OC(N(C)C)=[N+](C)C)C2C=CC=CC=2N=N1.O.ON1C2C=CC=CC=2N=N1.C(N(C(C)C)CC)(C)C.[NH2:79][CH2:80][CH2:81][N:82]([CH2:86][CH2:87][OH:88])[CH2:83][CH2:84][OH:85]. Product: [OH:85][CH2:84][CH2:83][N:82]([CH2:86][CH2:87][OH:88])[CH2:81][CH2:80][NH:79][C:32]([C:5]1[C:6]2[S:10][CH:9]=[C:8]([C:11]3[CH:16]=[CH:15][C:14]([NH:17][C:18]([C:20]4[N:21]([CH3:29])[C:22]5[C:27]([CH:28]=4)=[CH:26][CH:25]=[CH:24][CH:23]=5)=[O:19])=[C:13]([O:30][CH3:31])[CH:12]=3)[C:7]=2[C:2]([NH2:1])=[N:3][CH:4]=1)=[O:33]. The catalyst class is: 9.